The task is: Predict the reaction yield, written as a fraction of the theoretical maximum amount of product (1.0 means a 100% yield; for example, 0.34 means a 34% yield).. This data is from Reaction yield outcomes from USPTO patents with 853,638 reactions. The reactants are [C:1]([C:3]1[CH:8]=[CH:7][C:6]([C:9]2[CH:10]=[N:11][N:12]([CH2:14][C:15]3[CH:16]=[C:17]([CH:37]=[CH:38][CH:39]=3)[C:18]([NH:20][C:21]3[S:22][C:23]4[CH2:29][C@@H:28]([NH:30][CH2:31][CH2:32][C:33]([F:36])([F:35])[F:34])[CH2:27][CH2:26][C:24]=4[N:25]=3)=[O:19])[CH:13]=2)=[CH:5][CH:4]=1)#[N:2].C=O.[C:42]([BH3-])#N.[Na+]. The catalyst is CO.C(Cl)Cl. The product is [C:1]([C:3]1[CH:8]=[CH:7][C:6]([C:9]2[CH:10]=[N:11][N:12]([CH2:14][C:15]3[CH:16]=[C:17]([CH:37]=[CH:38][CH:39]=3)[C:18]([NH:20][C:21]3[S:22][C:23]4[CH2:29][C@@H:28]([N:30]([CH3:42])[CH2:31][CH2:32][C:33]([F:36])([F:35])[F:34])[CH2:27][CH2:26][C:24]=4[N:25]=3)=[O:19])[CH:13]=2)=[CH:5][CH:4]=1)#[N:2]. The yield is 0.800.